From a dataset of Ames mutagenicity test results for genotoxicity prediction. Regression/Classification. Given a drug SMILES string, predict its toxicity properties. Task type varies by dataset: regression for continuous values (e.g., LD50, hERG inhibition percentage) or binary classification for toxic/non-toxic outcomes (e.g., AMES mutagenicity, cardiotoxicity, hepatotoxicity). Dataset: ames. (1) The compound is CC(=O)O[C@H]1CC[C@]2(C)[C@H]3CC[C@@]4(C)[C@@H](CC[C@H]4[C@H](C)CCCC(C)C)[C@@H]3C[C@@H]3N(N4C(=O)c5ccccc5C4=O)[C@@]32C1. The result is 1 (mutagenic). (2) The drug is Cc1noc(NS(=O)(=O)c2ccc(N)cc2)c1C. The result is 0 (non-mutagenic).